This data is from Catalyst prediction with 721,799 reactions and 888 catalyst types from USPTO. The task is: Predict which catalyst facilitates the given reaction. Reactant: [F:1][C:2]1[CH:7]=[C:6]([CH:8]2[CH2:12][CH2:11][NH:10][C:9]2=O)[CH:5]=[CH:4][C:3]=1[C:14]1[N:19]=[C:18]([NH2:20])[CH:17]=[CH:16][CH:15]=1.[H-].[Al+3].[Li+].[H-].[H-].[H-]. Product: [F:1][C:2]1[CH:7]=[C:6]([CH:8]2[CH2:12][CH2:11][NH:10][CH2:9]2)[CH:5]=[CH:4][C:3]=1[C:14]1[N:19]=[C:18]([NH2:20])[CH:17]=[CH:16][CH:15]=1. The catalyst class is: 7.